From a dataset of Full USPTO retrosynthesis dataset with 1.9M reactions from patents (1976-2016). Predict the reactants needed to synthesize the given product. Given the product [Br:1][C:2]1[CH:3]=[C:4]([N+:9]([O-:11])=[O:10])[C:5]([Cl:14])=[N:6][CH:7]=1, predict the reactants needed to synthesize it. The reactants are: [Br:1][C:2]1[CH:3]=[C:4]([N+:9]([O-:11])=[O:10])[C:5](O)=[N:6][CH:7]=1.S(Cl)([Cl:14])=O.